The task is: Predict which catalyst facilitates the given reaction.. This data is from Catalyst prediction with 721,799 reactions and 888 catalyst types from USPTO. (1) Reactant: [N+:1]([C:4]1[CH:5]=[C:6]([CH:9]=[C:10]([N+:12]([O-])=O)[CH:11]=1)[C:7]#[N:8])([O-:3])=[O:2].Cl. Product: [NH2:12][C:10]1[CH:9]=[C:6]([CH:5]=[C:4]([N+:1]([O-:3])=[O:2])[CH:11]=1)[C:7]#[N:8]. The catalyst class is: 415. (2) Reactant: [CH2:1]([O:3][CH:4](O)[CH3:5])[CH3:2].N1C(C)=CC=CC=1C.[F:15][C:16]([F:29])([F:28])[S:17]([O:20]S(C(F)(F)F)(=O)=O)(=[O:19])=[O:18].[Cl-].[NH4+]. Product: [O:20]([CH2:2][CH2:1][O:3][CH2:4][CH3:5])[S:17]([C:16]([F:29])([F:28])[F:15])(=[O:19])=[O:18]. The catalyst class is: 2.